The task is: Predict the reactants needed to synthesize the given product.. This data is from Full USPTO retrosynthesis dataset with 1.9M reactions from patents (1976-2016). (1) Given the product [CH3:32][O:33][C@H:28]1[CH2:29][CH2:30][C@H:25]([N:11]([CH2:10][CH2:9][CH2:8][CH2:47][C:41]2[CH:46]=[CH:45][CH:44]=[CH:43][CH:42]=2)[C:12](=[O:24])[NH:13][C:14]2[S:15][C:16]([S:19][CH2:20][C:21]([OH:23])=[O:22])=[CH:17][N:18]=2)[CH2:26][CH2:27]1, predict the reactants needed to synthesize it. The reactants are: ClC1C=C([CH2:8][CH2:9][CH2:10][N:11]([C@H:25]2[CH2:30][CH2:29][C@H:28](C)[CH2:27][CH2:26]2)[C:12](=[O:24])[NH:13][C:14]2[S:15][C:16]([S:19][CH2:20][C:21]([OH:23])=[O:22])=[CH:17][N:18]=2)C=CC=1.[CH3:32][O:33][C@H]1CC[C@H](N)CC1.[C:41]1([CH2:47]CCC(O)=O)[CH:46]=[CH:45][CH:44]=[CH:43][CH:42]=1.C(OC(=O)CSC1SC(N)=NC=1)C. (2) Given the product [N:8]1([C:14]([O:16][C:17]([CH3:20])([CH3:19])[CH3:18])=[O:15])[CH2:9][CH2:10][S:11](=[O:7])[CH2:12][CH2:13]1, predict the reactants needed to synthesize it. The reactants are: I([O-])(=O)(=O)=O.[Na+].[OH2:7].[N:8]1([C:14]([O:16][C:17]([CH3:20])([CH3:19])[CH3:18])=[O:15])[CH2:13][CH2:12][S:11][CH2:10][CH2:9]1. (3) Given the product [OH:14][CH:13]([C:7]1[C:6]2[N:5]([N:4]=[C:3]([C:2]([F:1])([F:16])[F:17])[CH:15]=2)[C:10]([O:11][CH3:12])=[CH:9][CH:8]=1)[CH2:18][CH3:19], predict the reactants needed to synthesize it. The reactants are: [F:1][C:2]([F:17])([F:16])[C:3]1[CH:15]=[C:6]2[C:7]([CH:13]=[O:14])=[CH:8][CH:9]=[C:10]([O:11][CH3:12])[N:5]2[N:4]=1.[CH2:18]([Mg]Br)[CH3:19]. (4) Given the product [CH:31]([N:14]([CH2:13][C@@H:11]1[C@@H:10]([NH:34][S:45]([C:36]2[CH:37]=[CH:38][C:39]3[C:44](=[CH:43][CH:42]=[CH:41][CH:40]=3)[CH:35]=2)(=[O:47])=[O:46])[CH2:9][NH:8][CH2:12]1)[C:15](=[O:30])[C:16]1[CH:21]=[CH:20][C:19]([O:22][CH3:23])=[C:18]([O:24][CH2:25][CH2:26][CH2:27][O:28][CH3:29])[CH:17]=1)([CH3:33])[CH3:32], predict the reactants needed to synthesize it. The reactants are: C(OC([N:8]1[CH2:12][C@@H:11]([CH2:13][N:14]([CH:31]([CH3:33])[CH3:32])[C:15](=[O:30])[C:16]2[CH:21]=[CH:20][C:19]([O:22][CH3:23])=[C:18]([O:24][CH2:25][CH2:26][CH2:27][O:28][CH3:29])[CH:17]=2)[C@H:10]([NH2:34])[CH2:9]1)=O)(C)(C)C.[CH:35]1[C:44]2[C:39](=[CH:40][CH:41]=[CH:42][CH:43]=2)[CH:38]=[CH:37][C:36]=1[S:45](Cl)(=[O:47])=[O:46].CC#N.O.CC#N. (5) Given the product [Br:1][C:2]1[CH:3]=[C:4]([CH2:5][OH:6])[CH:7]=[CH:8][C:9]=1[O:10][C:11]1[CH:16]=[CH:15][C:14]([F:17])=[CH:13][C:12]=1[F:18], predict the reactants needed to synthesize it. The reactants are: [Br:1][C:2]1[CH:3]=[C:4]([CH:7]=[CH:8][C:9]=1[O:10][C:11]1[CH:16]=[CH:15][C:14]([F:17])=[CH:13][C:12]=1[F:18])[CH:5]=[O:6].C(O)C.[BH4-].[Na+]. (6) Given the product [CH3:38][O:37][C:30]1[CH:31]=[C:32]([O:35][CH3:36])[CH:33]=[CH:34][C:29]=1[CH2:28][N:27]1[C:19]2[C:15]3[C:14]([O:23][CH2:22][CH2:21][C:20]=2[C:24]([OH:44])=[C:25]([C:40]([O:42][CH3:43])=[O:41])[C:26]1=[O:39])=[CH:13][C:12]1[N:11]([CH3:45])[C:10]([CH2:9][OH:8])=[CH:18][C:17]=1[CH:16]=3, predict the reactants needed to synthesize it. The reactants are: [Si]([O:8][CH2:9][C:10]1[N:11]([CH3:45])[C:12]2[CH:13]=[C:14]3[O:23][CH2:22][CH2:21][C:20]4[C:24]([OH:44])=[C:25]([C:40]([O:42][CH3:43])=[O:41])[C:26](=[O:39])[N:27]([CH2:28][C:29]5[CH:34]=[CH:33][C:32]([O:35][CH3:36])=[CH:31][C:30]=5[O:37][CH3:38])[C:19]=4[C:15]3=[CH:16][C:17]=2[CH:18]=1)(C(C)(C)C)(C)C.CCCC[N+](CCCC)(CCCC)CCCC.[F-]. (7) Given the product [S:8]1[CH:12]=[CH:11][C:10]([C:13]2[CH:18]=[CH:17][C:16]([CH:19]([CH2:22][C:24]([O:26][C:27]([CH3:30])([CH3:29])[CH3:28])=[O:25])[CH2:20][NH2:21])=[CH:15][CH:14]=2)=[CH:9]1, predict the reactants needed to synthesize it. The reactants are: FC(F)(F)C(O)=O.[S:8]1[CH:12]=[CH:11][C:10]([C:13]2[CH:18]=[CH:17][C:16]([CH:19]([CH3:22])[CH2:20][NH2:21])=[CH:15][CH:14]=2)=[CH:9]1.Cl[C:24]([O:26][C:27]([CH3:30])([CH3:29])[CH3:28])=[O:25]. (8) Given the product [CH3:1][O:2][C:3]([C:5]1[NH:32][C:8]2=[N:9][CH:10]=[C:11]([CH2:13][N:14]([C:25]([O:27][C:28]([CH3:30])([CH3:29])[CH3:31])=[O:26])[CH2:15][C:16]3[CH:21]=[CH:20][CH:19]=[C:18]([NH2:22])[CH:17]=3)[CH:12]=[C:7]2[CH:6]=1)=[O:4], predict the reactants needed to synthesize it. The reactants are: [CH3:1][O:2][C:3]([C:5]1[NH:32][C:8]2=[N:9][CH:10]=[C:11]([CH2:13][N:14]([C:25]([O:27][C:28]([CH3:31])([CH3:30])[CH3:29])=[O:26])[CH2:15][C:16]3[CH:21]=[CH:20][CH:19]=[C:18]([N+:22]([O-])=O)[CH:17]=3)[CH:12]=[C:7]2[CH:6]=1)=[O:4]. (9) Given the product [CH:19]1([C:17]2[CH:16]=[C:3]3[C:2]([CH:1]4[CH2:7][CH:4]3[CH2:5][CH2:6]4)=[N:25][N:24]=2)[CH2:22][CH2:21][CH2:20]1, predict the reactants needed to synthesize it. The reactants are: [CH:1]12[CH2:7][CH:4]([CH2:5][CH2:6]1)[C:3](=O)[C:2]2=O.COP([CH2:16][C:17]([CH:19]1[CH2:22][CH2:21][CH2:20]1)=O)(=O)OC.O.[NH2:24][NH2:25].